Dataset: Forward reaction prediction with 1.9M reactions from USPTO patents (1976-2016). Task: Predict the product of the given reaction. (1) Given the reactants [CH2:1]([O:8][C:9]1[CH:51]=[CH:50][CH:49]=[CH:48][C:10]=1[CH2:11][C:12]1[C:13]([O:24][C@@H:25]2[O:42][C@H:41]([CH2:43][O:44]C(=O)C)[C@@H:36]([O:37]C(=O)C)[C@H:31]([O:32]C(=O)C)[C@H:26]2[O:27]C(=O)C)=[N:14][NH:15][C:16]=1[C:17]([F:23])([F:22])[C:18]([F:21])([F:20])[F:19])[C:2]1[CH:7]=[CH:6][CH:5]=[CH:4][CH:3]=1.C[O-].[Na+], predict the reaction product. The product is: [CH2:1]([O:8][C:9]1[CH:51]=[CH:50][CH:49]=[CH:48][C:10]=1[CH2:11][C:12]1[C:13]([O:24][C@@H:25]2[O:42][C@H:41]([CH2:43][OH:44])[C@@H:36]([OH:37])[C@H:31]([OH:32])[C@H:26]2[OH:27])=[N:14][NH:15][C:16]=1[C:17]([F:23])([F:22])[C:18]([F:19])([F:21])[F:20])[C:2]1[CH:7]=[CH:6][CH:5]=[CH:4][CH:3]=1. (2) Given the reactants [H-].[H-].[H-].[H-].[Li+].[Al+3].[CH2:7]([C@@H:15]1[C@@H:22]2[C@@H:18]([O:19][C:20](=[O:23])[CH2:21]2)[CH2:17][C@H:16]1[O:24][CH:25]1[CH2:30][CH2:29][CH2:28][CH2:27][O:26]1)[CH2:8][CH2:9][CH2:10][CH2:11][CH2:12][CH2:13][CH3:14].O.[OH-].[Na+], predict the reaction product. The product is: [OH:23][CH2:20][CH2:21][C@@H:22]1[C@@H:15]([CH2:7][CH2:8][CH2:9][CH2:10][CH2:11][CH2:12][CH2:13][CH3:14])[C@H:16]([O:24][CH:25]2[CH2:30][CH2:29][CH2:28][CH2:27][O:26]2)[CH2:17][C@@H:18]1[OH:19]. (3) Given the reactants [OH:1][CH2:2][CH:3]([CH3:33])[CH2:4][O:5][CH2:6][C@H:7]([C@@H:9]1[C@@:13]2([CH3:32])[CH2:14][CH2:15][C:16]3[C@@:17]4([CH3:31])[CH2:26][CH2:25][C@H:24]([O:27][CH2:28][O:29][CH3:30])[CH2:23][C@@H:18]4[C:19](=[O:22])[O:20][C:21]=3[C@@H:12]2[CH2:11][CH2:10]1)[CH3:8].[CH3:34]I, predict the reaction product. The product is: [CH3:34][O:1][CH2:2][CH:3]([CH3:33])[CH2:4][O:5][CH2:6][C@H:7]([C@@H:9]1[C@@:13]2([CH3:32])[CH2:14][CH2:15][C:16]3[C@@:17]4([CH3:31])[CH2:26][CH2:25][C@H:24]([O:27][CH2:28][O:29][CH3:30])[CH2:23][C@@H:18]4[C:19](=[O:22])[O:20][C:21]=3[C@@H:12]2[CH2:11][CH2:10]1)[CH3:8]. (4) Given the reactants [Cl:1][C:2]1[N:7]=[C:6](Cl)[CH:5]=[CH:4][N:3]=1.[NH2:9][C:10]1[CH:15]=[CH:14][CH:13]=[CH:12][N:11]=1.CCN(C(C)C)C(C)C, predict the reaction product. The product is: [Cl:1][C:2]1[N:7]=[C:6]([NH:9][C:10]2[CH:15]=[CH:14][CH:13]=[CH:12][N:11]=2)[CH:5]=[CH:4][N:3]=1. (5) Given the reactants [CH2:1]1COC23OCCOC2([C@]2(CC[C@H]4[C@@H]([C@@H](CO)CC5[C@]4(C)CCCC5)[C@@H]2C3)C)[O:2]1.C=[C:31]1[CH:48]2[C@:43]([CH3:50])([CH2:44][CH2:45][C:46](=[O:49])[CH2:47]2)[C@@H:42]2[C@H:33]([C@H:34]3[C@@:38]([CH2:40][CH2:41]2)([CH3:39])[C:37](=[O:51])[CH2:36][CH2:35]3)[CH2:32]1, predict the reaction product. The product is: [OH:2][CH2:1][C@H:32]1[CH2:31][CH:48]2[C@:43]([CH3:50])([CH2:44][CH2:45][C:46](=[O:49])[CH2:47]2)[C@@H:42]2[C@@H:33]1[C@H:34]1[C@@:38]([CH2:40][CH2:41]2)([CH3:39])[C:37](=[O:51])[CH2:36][CH2:35]1. (6) Given the reactants [CH3:1][C:2]1[CH:3]=[C:4]([NH2:9])[CH:5]=[CH:6][C:7]=1[CH3:8].[H-].[Na+].F[C:13]1[CH:18]=[CH:17][N:16]=[C:15]([C:19]2[CH:24]=[C:23]([N:25]3[CH2:30][CH2:29][CH2:28][CH2:27][CH2:26]3)[CH:22]=[CH:21][C:20]=2[N+:31]([O-:33])=[O:32])[CH:14]=1, predict the reaction product. The product is: [CH3:1][C:2]1[CH:3]=[C:4]([NH:9][C:13]2[CH:18]=[CH:17][N:16]=[C:15]([C:19]3[CH:24]=[C:23]([N:25]4[CH2:26][CH2:27][CH2:28][CH2:29][CH2:30]4)[CH:22]=[CH:21][C:20]=3[N+:31]([O-:33])=[O:32])[CH:14]=2)[CH:5]=[CH:6][C:7]=1[CH3:8].